Dataset: NCI-60 drug combinations with 297,098 pairs across 59 cell lines. Task: Regression. Given two drug SMILES strings and cell line genomic features, predict the synergy score measuring deviation from expected non-interaction effect. (1) Drug 1: C1=CC(=CC=C1CCC2=CNC3=C2C(=O)NC(=N3)N)C(=O)NC(CCC(=O)O)C(=O)O. Drug 2: COC1=C2C(=CC3=C1OC=C3)C=CC(=O)O2. Cell line: NCI-H226. Synergy scores: CSS=4.52, Synergy_ZIP=-1.66, Synergy_Bliss=0.685, Synergy_Loewe=-5.00, Synergy_HSA=-2.07. (2) Drug 1: C1=NC2=C(N1)C(=S)N=C(N2)N. Drug 2: CC(C1=C(C=CC(=C1Cl)F)Cl)OC2=C(N=CC(=C2)C3=CN(N=C3)C4CCNCC4)N. Cell line: SW-620. Synergy scores: CSS=10.9, Synergy_ZIP=-7.65, Synergy_Bliss=-7.76, Synergy_Loewe=-7.99, Synergy_HSA=-6.50. (3) Drug 1: CN1CCC(CC1)COC2=C(C=C3C(=C2)N=CN=C3NC4=C(C=C(C=C4)Br)F)OC. Drug 2: C1=C(C(=O)NC(=O)N1)F. Cell line: M14. Synergy scores: CSS=29.3, Synergy_ZIP=-4.69, Synergy_Bliss=-8.17, Synergy_Loewe=-11.0, Synergy_HSA=-10.3. (4) Drug 1: CCC(=C(C1=CC=CC=C1)C2=CC=C(C=C2)OCCN(C)C)C3=CC=CC=C3.C(C(=O)O)C(CC(=O)O)(C(=O)O)O. Drug 2: CC1=C2C(C(=O)C3(C(CC4C(C3C(C(C2(C)C)(CC1OC(=O)C(C(C5=CC=CC=C5)NC(=O)OC(C)(C)C)O)O)OC(=O)C6=CC=CC=C6)(CO4)OC(=O)C)O)C)O. Cell line: OVCAR-5. Synergy scores: CSS=38.2, Synergy_ZIP=20.3, Synergy_Bliss=21.3, Synergy_Loewe=13.2, Synergy_HSA=14.7. (5) Drug 1: CC1=C2C(C(=O)C3(C(CC4C(C3C(C(C2(C)C)(CC1OC(=O)C(C(C5=CC=CC=C5)NC(=O)OC(C)(C)C)O)O)OC(=O)C6=CC=CC=C6)(CO4)OC(=O)C)O)C)O. Drug 2: C1=CC=C(C=C1)NC(=O)CCCCCCC(=O)NO. Cell line: HCT-15. Synergy scores: CSS=-0.811, Synergy_ZIP=0.766, Synergy_Bliss=1.59, Synergy_Loewe=-2.32, Synergy_HSA=-2.00. (6) Drug 1: CNC(=O)C1=NC=CC(=C1)OC2=CC=C(C=C2)NC(=O)NC3=CC(=C(C=C3)Cl)C(F)(F)F. Drug 2: C1CNP(=O)(OC1)N(CCCl)CCCl. Cell line: K-562. Synergy scores: CSS=7.01, Synergy_ZIP=-4.09, Synergy_Bliss=-3.98, Synergy_Loewe=6.74, Synergy_HSA=-1.63. (7) Drug 1: CN1CCC(CC1)COC2=C(C=C3C(=C2)N=CN=C3NC4=C(C=C(C=C4)Br)F)OC. Drug 2: CC12CCC(CC1=CCC3C2CCC4(C3CC=C4C5=CN=CC=C5)C)O. Cell line: SW-620. Synergy scores: CSS=2.10, Synergy_ZIP=-1.14, Synergy_Bliss=-0.232, Synergy_Loewe=-2.14, Synergy_HSA=-2.20. (8) Drug 1: CC1C(C(CC(O1)OC2CC(CC3=C2C(=C4C(=C3O)C(=O)C5=C(C4=O)C(=CC=C5)OC)O)(C(=O)C)O)N)O.Cl. Drug 2: CC1=C2C(C(=O)C3(C(CC4C(C3C(C(C2(C)C)(CC1OC(=O)C(C(C5=CC=CC=C5)NC(=O)C6=CC=CC=C6)O)O)OC(=O)C7=CC=CC=C7)(CO4)OC(=O)C)O)C)OC(=O)C. Cell line: T-47D. Synergy scores: CSS=26.0, Synergy_ZIP=-6.37, Synergy_Bliss=5.68, Synergy_Loewe=0.382, Synergy_HSA=4.49. (9) Drug 1: CCCS(=O)(=O)NC1=C(C(=C(C=C1)F)C(=O)C2=CNC3=C2C=C(C=N3)C4=CC=C(C=C4)Cl)F. Drug 2: CN1C2=C(C=C(C=C2)N(CCCl)CCCl)N=C1CCCC(=O)O.Cl. Cell line: SF-539. Synergy scores: CSS=0.929, Synergy_ZIP=-1.51, Synergy_Bliss=0.625, Synergy_Loewe=-0.183, Synergy_HSA=0.258.